From a dataset of Full USPTO retrosynthesis dataset with 1.9M reactions from patents (1976-2016). Predict the reactants needed to synthesize the given product. (1) The reactants are: [O:1]([CH2:8][C:9]1[CH:13]=[C:12]([C:14]([O:16]CC)=O)[NH:11][N:10]=1)[C:2]1[CH:7]=[CH:6][CH:5]=[CH:4][CH:3]=1.C(OC(=O)[NH:25][CH2:26][C:27](O)([CH3:29])[CH3:28])(C)(C)C. Given the product [CH3:28][C:27]1([CH3:29])[N:11]2[N:10]=[C:9]([CH2:8][O:1][C:2]3[CH:3]=[CH:4][CH:5]=[CH:6][CH:7]=3)[CH:13]=[C:12]2[C:14](=[O:16])[NH:25][CH2:26]1, predict the reactants needed to synthesize it. (2) The reactants are: [Cl:1][C:2]1[CH:3]=[C:4]([C:8]2[CH:9]=[C:10]3[C:14](=[CH:15][CH:16]=2)[N:13]([CH:17]2[CH2:21][CH2:20][CH2:19][CH2:18]2)[CH:12]=[CH:11]3)[CH:5]=[CH:6][CH:7]=1.[C:22](Cl)([C:24](Cl)=[O:25])=[O:23].C1C[O:31]CC1. Given the product [Cl:1][C:2]1[CH:3]=[C:4]([C:8]2[CH:9]=[C:10]3[C:14](=[CH:15][CH:16]=2)[N:13]([CH:17]2[CH2:21][CH2:20][CH2:19][CH2:18]2)[CH:12]=[C:11]3[C:24](=[O:25])[C:22]([OH:31])=[O:23])[CH:5]=[CH:6][CH:7]=1, predict the reactants needed to synthesize it. (3) Given the product [C:1]([O:5][C:6]([N:8]1[C:16]2[C:11](=[CH:12][CH:13]=[CH:14][CH:15]=2)[CH:10]=[C:9]1[C:21]1[CH:22]=[CH:23][C:24]([Cl:37])=[C:25]([S:27](=[O:28])(=[O:29])[NH:30][CH:31]2[CH2:36][CH2:35][CH2:34][CH2:33][CH2:32]2)[CH:26]=1)=[O:7])([CH3:4])([CH3:3])[CH3:2], predict the reactants needed to synthesize it. The reactants are: [C:1]([O:5][C:6]([N:8]1[C:16]2[C:11](=[CH:12][CH:13]=[CH:14][CH:15]=2)[CH:10]=[C:9]1B(O)O)=[O:7])([CH3:4])([CH3:3])[CH3:2].Br[C:21]1[CH:22]=[CH:23][C:24]([Cl:37])=[C:25]([S:27]([NH:30][CH:31]2[CH2:36][CH2:35][CH2:34][CH2:33][CH2:32]2)(=[O:29])=[O:28])[CH:26]=1.[F-].[Cs+]. (4) Given the product [CH:27]([C:7]1[CH:8]=[C:9]([NH:16][C:17](=[O:23])[O:18][C:19]([CH3:22])([CH3:21])[CH3:20])[C:10]2[O:14][CH2:13][O:12][C:11]=2[CH:15]=1)=[O:28], predict the reactants needed to synthesize it. The reactants are: C([Li])CCC.Br[C:7]1[CH:8]=[C:9]([NH:16][C:17](=[O:23])[O:18][C:19]([CH3:22])([CH3:21])[CH3:20])[C:10]2[O:14][CH2:13][O:12][C:11]=2[CH:15]=1.CN([CH:27]=[O:28])C.C(=O)(O)[O-].[Na+].